Binary Classification. Given a T-cell receptor sequence (or CDR3 region) and an epitope sequence, predict whether binding occurs between them. From a dataset of TCR-epitope binding with 47,182 pairs between 192 epitopes and 23,139 TCRs. (1) The epitope is ELAGIGILTV. The TCR CDR3 sequence is CASSLVAGSYEQYF. Result: 1 (the TCR binds to the epitope). (2) The epitope is VVYRGTTTY. The TCR CDR3 sequence is CASSSDGYSNQPQHF. Result: 1 (the TCR binds to the epitope). (3) The epitope is FLPRVFSAV. The TCR CDR3 sequence is CASSHGGFNEQFF. Result: 1 (the TCR binds to the epitope). (4) The epitope is SFHSLHLLF. The TCR CDR3 sequence is CASSPDRTQEQYF. Result: 1 (the TCR binds to the epitope).